Task: Predict the product of the given reaction.. Dataset: Forward reaction prediction with 1.9M reactions from USPTO patents (1976-2016) (1) Given the reactants [CH2:1]([NH2:4])[CH2:2][CH3:3].C(N)(C)(C)C.[Cl:10][CH2:11][CH2:12][CH2:13][CH2:14][S:15](Cl)(=[O:17])=[O:16], predict the reaction product. The product is: [Cl:10][CH2:11][CH2:12][CH2:13][CH2:14][S:15]([NH:4][CH2:1][CH2:2][CH3:3])(=[O:17])=[O:16]. (2) Given the reactants Cl[C:2]1[CH:12]=[CH:11][C:5]([C:6]([O:8]CC)=[O:7])=[CH:4][N:3]=1.[CH:13]([O:16][CH2:17][CH2:18][OH:19])([CH3:15])[CH3:14], predict the reaction product. The product is: [CH:13]([O:16][CH2:17][CH2:18][O:19][C:2]1[CH:12]=[CH:11][C:5]([C:6]([OH:8])=[O:7])=[CH:4][N:3]=1)([CH3:15])[CH3:14]. (3) Given the reactants [CH2:1]([O:3][CH:4]([O:6][CH:7]1[CH2:23][O:22][C:10]2=[CH:11][CH:12]=[C:13]3[C:17]([N:16]([CH2:18][C@@H:19](O)[CH3:20])[N:15]=[CH:14]3)=[C:9]2[CH2:8]1)[CH3:5])[CH3:2].C(N(CC)CC)C.CS(OS(C)(=O)=O)(=O)=O.[N-:40]=[N+:41]=[N-:42].[Na+], predict the reaction product. The product is: [N:40]([C@H:19]([CH3:20])[CH2:18][N:16]1[C:17]2[C:13](=[CH:12][CH:11]=[C:10]3[O:22][CH2:23][CH:7]([O:6][CH:4]([O:3][CH2:1][CH3:2])[CH3:5])[CH2:8][C:9]3=2)[CH:14]=[N:15]1)=[N+:41]=[N-:42]. (4) The product is: [NH2:8][C:9]1[C:10]([C:19]([NH:7][C:2]2[CH:3]=[CH:4][CH:5]=[CH:6][N:1]=2)=[O:20])=[N:11][CH:12]=[C:13]([C:15]([F:18])([F:17])[F:16])[N:14]=1. Given the reactants [N:1]1[CH:6]=[CH:5][CH:4]=[CH:3][C:2]=1[NH2:7].[NH2:8][C:9]1[C:10]([C:19](O)=[O:20])=[N:11][CH:12]=[C:13]([C:15]([F:18])([F:17])[F:16])[N:14]=1, predict the reaction product. (5) Given the reactants [C:1]([C:4]1[CH:13]([C:14]2[CH:21]=[CH:20][C:17]([C:18]#[N:19])=[CH:16][C:15]=2[Cl:22])[C:12]2[C:11](=[O:23])[NH:10][CH:9]=[CH:8][C:7]=2[NH:6][C:5]=1[CH3:24])(=[O:3])[CH3:2].ClCCl.F[B-](F)(F)F.[CH2:33]([O+](CC)CC)[CH3:34].CO, predict the reaction product. The product is: [C:1]([C:4]1[CH:13]([C:14]2[CH:21]=[CH:20][C:17]([C:18]#[N:19])=[CH:16][C:15]=2[Cl:22])[C:12]2[C:7](=[CH:8][CH:9]=[N:10][C:11]=2[O:23][CH2:33][CH3:34])[NH:6][C:5]=1[CH3:24])(=[O:3])[CH3:2].